From a dataset of NCI-60 drug combinations with 297,098 pairs across 59 cell lines. Regression. Given two drug SMILES strings and cell line genomic features, predict the synergy score measuring deviation from expected non-interaction effect. (1) Drug 1: CN1C2=C(C=C(C=C2)N(CCCl)CCCl)N=C1CCCC(=O)O.Cl. Drug 2: CC(C)NC(=O)C1=CC=C(C=C1)CNNC.Cl. Cell line: SF-295. Synergy scores: CSS=-0.0415, Synergy_ZIP=2.12, Synergy_Bliss=2.51, Synergy_Loewe=-1.72, Synergy_HSA=-1.45. (2) Drug 1: C1=NC2=C(N1)C(=S)N=C(N2)N. Drug 2: COC1=NC(=NC2=C1N=CN2C3C(C(C(O3)CO)O)O)N. Cell line: TK-10. Synergy scores: CSS=6.16, Synergy_ZIP=-4.73, Synergy_Bliss=0.449, Synergy_Loewe=-23.8, Synergy_HSA=-2.33.